From a dataset of Full USPTO retrosynthesis dataset with 1.9M reactions from patents (1976-2016). Predict the reactants needed to synthesize the given product. (1) The reactants are: [Cl:1][C:2]1[CH:18]=[CH:17][C:5]2[CH2:6][CH2:7][N:8]([C:11](=[O:16])[C:12]([F:15])([F:14])[F:13])[CH2:9][CH2:10][C:4]=2[C:3]=1OS(C(F)(F)F)(=O)=O.[CH3:27][C:28]1([CH2:34][O:35][C:36]2[CH:43]=[CH:42][C:39]([CH2:40][NH2:41])=[CH:38][CH:37]=2)[CH2:33][CH2:32][CH2:31][CH2:30][CH2:29]1. Given the product [Cl:1][C:2]1[CH:18]=[CH:17][C:5]2[CH2:6][CH2:7][N:8]([C:11](=[O:16])[C:12]([F:15])([F:14])[F:13])[CH2:9][CH2:10][C:4]=2[C:3]=1[NH:41][CH2:40][C:39]1[CH:42]=[CH:43][C:36]([O:35][CH2:34][C:28]2([CH3:27])[CH2:33][CH2:32][CH2:31][CH2:30][CH2:29]2)=[CH:37][CH:38]=1, predict the reactants needed to synthesize it. (2) Given the product [C:68]([O:67][C:65]([NH:64][CH2:63][C@H:58]([NH:57][C:29](=[O:30])[C:28]1[CH:27]=[CH:26][C:25]([NH:24][C:14]2[N:13]=[C:12]([NH:11][C:8]3([C:5]4[CH:6]=[CH:7][C:2]([Cl:1])=[CH:3][CH:4]=4)[CH2:9][CH2:10]3)[N:17]=[C:16]([O:18][CH2:19][C:20]([F:23])([F:21])[F:22])[N:15]=2)=[CH:33][CH:32]=1)[C:59]([O:61][CH3:62])=[O:60])=[O:66])([CH3:71])([CH3:70])[CH3:69], predict the reactants needed to synthesize it. The reactants are: [Cl:1][C:2]1[CH:7]=[CH:6][C:5]([C:8]2([NH:11][C:12]3[N:17]=[C:16]([O:18][CH2:19][C:20]([F:23])([F:22])[F:21])[N:15]=[C:14]([NH:24][C:25]4[CH:33]=[CH:32][C:28]([C:29](O)=[O:30])=[CH:27][CH:26]=4)[N:13]=3)[CH2:10][CH2:9]2)=[CH:4][CH:3]=1.F[B-](F)(F)F.N1(OC(N(C)C)=[N+](C)C)C2C=CC=CC=2N=N1.Cl.[NH2:57][C@@H:58]([CH2:63][NH:64][C:65]([O:67][C:68]([CH3:71])([CH3:70])[CH3:69])=[O:66])[C:59]([O:61][CH3:62])=[O:60].CCN(C(C)C)C(C)C. (3) Given the product [NH:8]1[C:16]2[C:11](=[CH:12][CH:13]=[CH:14][CH:15]=2)[C:10]([CH2:17][C:18]2([CH3:52])[C:27]3[N:23]([C:24]([C:28]4[CH:33]=[CH:32][CH:31]=[CH:30][CH:29]=4)=[N:25][N:26]=3)[C:22]3[CH:34]=[CH:35][CH:36]=[CH:37][C:21]=3[N:20]([CH2:38][C:39]([N:40]([CH:47]([CH3:48])[CH3:49])[C:41]3[CH:46]=[CH:45][CH:44]=[CH:43][CH:42]=3)=[O:50])[C:19]2=[O:51])=[CH:9]1, predict the reactants needed to synthesize it. The reactants are: C(OC([N:8]1[C:16]2[C:11](=[CH:12][CH:13]=[CH:14][CH:15]=2)[C:10]([CH2:17][C:18]2([CH3:52])[C:27]3[N:23]([C:24]([C:28]4[CH:33]=[CH:32][CH:31]=[CH:30][CH:29]=4)=[N:25][N:26]=3)[C:22]3[CH:34]=[CH:35][CH:36]=[CH:37][C:21]=3[N:20]([CH2:38][C:39](=[O:50])[N:40]([CH:47]([CH3:49])[CH3:48])[C:41]3[CH:46]=[CH:45][CH:44]=[CH:43][CH:42]=3)[C:19]2=[O:51])=[CH:9]1)=O)(C)(C)C.Cl. (4) The reactants are: [CH3:1][C:2]1[CH:7]=[CH:6][C:5]([C:8]2[CH:13]=[C:12]([O:14][C:15]3[CH:20]=[CH:19][CH:18]=[CH:17][N:16]=3)[CH:11]=[C:10]([C:21]([O:23]C)=[O:22])[CH:9]=2)=[CH:4][CH:3]=1.[OH-].[Li+].Cl. Given the product [CH3:1][C:2]1[CH:3]=[CH:4][C:5]([C:8]2[CH:13]=[C:12]([O:14][C:15]3[CH:20]=[CH:19][CH:18]=[CH:17][N:16]=3)[CH:11]=[C:10]([C:21]([OH:23])=[O:22])[CH:9]=2)=[CH:6][CH:7]=1, predict the reactants needed to synthesize it. (5) Given the product [F:53][C:51]1([F:54])[CH2:52][CH:49]([C:47]#[C:48][C:27]2[CH:28]=[C:29]([C@@H:33]3[C@@H:37]([C:38]4[CH:43]=[CH:42][CH:41]=[C:40]([O:44][CH3:45])[CH:39]=4)[O:36][C:35](=[O:46])[NH:34]3)[CH:30]=[CH:31][CH:32]=2)[CH2:50]1, predict the reactants needed to synthesize it. The reactants are: CN(C)CC#CC1C=C([C@@H]2[C@@H](C3C=CC=C(F)C=3)OC(=O)N2)C=NC=1.Br[C:27]1[CH:28]=[C:29]([C@@H:33]2[C@@H:37]([C:38]3[CH:43]=[CH:42][CH:41]=[C:40]([O:44][CH3:45])[CH:39]=3)[O:36][C:35](=[O:46])[NH:34]2)[CH:30]=[CH:31][CH:32]=1.[C:47]([CH:49]1[CH2:52][C:51]([F:54])([F:53])[CH2:50]1)#[CH:48]. (6) Given the product [OH:37][CH2:36][C@@H:33]1[O:34][CH2:35][C@@H:30]([N:29]2[C:21]3=[C:22]4[S:28][CH:27]=[CH:26][C:23]4=[N:24][CH:25]=[C:20]3[N:19]=[C:3]2[C@@H:2]([OH:1])[CH3:6])[CH2:31][CH2:32]1, predict the reactants needed to synthesize it. The reactants are: [OH:1][C@@H:2]([CH3:6])[C:3](N)=O.F[B-](F)(F)F.C([O+](CC)CC)C.[NH2:19][C:20]1[C:21]([NH:29][C@@H:30]2[CH2:35][O:34][C@@H:33]([CH2:36][OH:37])[CH2:32][CH2:31]2)=[C:22]2[S:28][CH:27]=[CH:26][C:23]2=[N:24][CH:25]=1. (7) Given the product [CH:1]1([C:7]2([CH3:14])[C:11](=[O:12])[N:10]([CH2:17][C:18](=[O:19])[C:20]3[CH:25]=[CH:24][N:23]=[CH:22][CH:21]=3)[N:9]=[C:8]2[CH3:13])[CH2:2][CH2:3][CH2:4][CH2:5][CH2:6]1, predict the reactants needed to synthesize it. The reactants are: [CH:1]1([C:7]2([CH3:14])[C:11](=[O:12])[NH:10][N:9]=[C:8]2[CH3:13])[CH2:6][CH2:5][CH2:4][CH2:3][CH2:2]1.Br.Br[CH2:17][C:18]([C:20]1[CH:25]=[CH:24][N:23]=[CH:22][CH:21]=1)=[O:19]. (8) Given the product [NH2:1][C:2]1[C:11]([C:12]([NH:25][C:26]2[CH:27]=[N:28][CH:29]=[C:30]([F:45])[C:31]=2[N:32]2[CH2:37][CH2:36][CH:35]([C:38]([O:40][C:41]([CH3:43])([CH3:42])[CH3:44])=[O:39])[CH2:34][CH2:33]2)=[O:14])=[C:5]2[N:6]=[CH:7][C:8]([F:10])=[CH:9][N:4]2[N:3]=1, predict the reactants needed to synthesize it. The reactants are: [NH2:1][C:2]1[C:11]([C:12]([O:14]N2C3C=C(Cl)C=CC=3N=N2)=O)=[C:5]2[N:6]=[CH:7][C:8]([F:10])=[CH:9][N:4]2[N:3]=1.[NH2:25][C:26]1[CH:27]=[N:28][CH:29]=[C:30]([F:45])[C:31]=1[N:32]1[CH2:37][CH2:36][CH:35]([C:38]([O:40][C:41]([CH3:44])([CH3:43])[CH3:42])=[O:39])[CH2:34][CH2:33]1.CCO. (9) Given the product [NH2:7][CH2:8][CH2:9][CH2:10][N:11]([CH2:16][C:17]1[CH:22]=[CH:21][CH:20]=[C:19]([C:23]2[CH:28]=[CH:27][N:26]=[C:25]([NH:40][CH2:39][CH2:38][C:35]3[CH:36]=[CH:37][C:32]([F:31])=[CH:33][CH:34]=3)[N:24]=2)[CH:18]=1)[S:12]([CH3:15])(=[O:13])=[O:14], predict the reactants needed to synthesize it. The reactants are: C(OC(=O)[NH:7][CH2:8][CH2:9][CH2:10][N:11]([CH2:16][C:17]1[CH:22]=[CH:21][CH:20]=[C:19]([C:23]2[CH:28]=[CH:27][N:26]=[C:25](Cl)[N:24]=2)[CH:18]=1)[S:12]([CH3:15])(=[O:14])=[O:13])(C)(C)C.[F:31][C:32]1[CH:37]=[CH:36][C:35]([CH2:38][CH2:39][NH2:40])=[CH:34][CH:33]=1.